This data is from Forward reaction prediction with 1.9M reactions from USPTO patents (1976-2016). The task is: Predict the product of the given reaction. (1) Given the reactants [Br:1][CH2:2][C:3]([C:5]1[CH:10]=[CH:9][C:8]([F:11])=[CH:7][C:6]=1[F:12])=[O:4].[O:13]1[CH:17]=[CH:16][N:15]=[C:14]1[NH2:18].C1COCC1, predict the reaction product. The product is: [BrH:1].[F:12][C:6]1[CH:7]=[C:8]([F:11])[CH:9]=[CH:10][C:5]=1[C:3](=[O:4])[CH2:2][N:15]1[CH:16]=[CH:17][O:13][C:14]1=[NH:18]. (2) Given the reactants [F:1][C:2]1[CH:11]=[CH:10][C:9]([N+:12]([O-])=O)=[C:8]2[C:3]=1[CH:4]=[CH:5][CH:6]([CH3:15])[NH:7]2.FC1C=CC(N)=C2C=1C=CC(C)=N2, predict the reaction product. The product is: [F:1][C:2]1[CH:11]=[CH:10][C:9]([NH2:12])=[C:8]2[C:3]=1[CH2:4][CH2:5][CH:6]([CH3:15])[NH:7]2. (3) Given the reactants Cl[C:2]1[N:7]=[C:6]([C:8]#[N:9])[CH:5]=[CH:4][N:3]=1.[CH2:10]([O:12][C:13]1[CH:14]=[C:15]([CH:17]=[CH:18][CH:19]=1)[NH2:16])[CH3:11], predict the reaction product. The product is: [CH2:10]([O:12][C:13]1[CH:14]=[C:15]([NH:16][C:2]2[N:7]=[C:6]([C:8]#[N:9])[CH:5]=[CH:4][N:3]=2)[CH:17]=[CH:18][CH:19]=1)[CH3:11]. (4) The product is: [NH2:35][C:34]1[CH:33]=[C:5]([CH:4]=[C:3]([CH3:38])[C:2]=1[NH2:1])[O:6][C:7]1[N:12]=[CH:11][N:10]=[C:9]([N:13]2[CH2:14][CH2:15][CH:16]([N:19]3[CH2:25][CH2:24][C:23]4[CH:26]=[C:27]([O:30][CH3:31])[CH:28]=[CH:29][C:22]=4[NH:21][C:20]3=[O:32])[CH2:17][CH2:18]2)[CH:8]=1. Given the reactants [NH2:1][C:2]1[C:34]([N+:35]([O-])=O)=[CH:33][C:5]([O:6][C:7]2[N:12]=[CH:11][N:10]=[C:9]([N:13]3[CH2:18][CH2:17][CH:16]([N:19]4[CH2:25][CH2:24][C:23]5[CH:26]=[C:27]([O:30][CH3:31])[CH:28]=[CH:29][C:22]=5[NH:21][C:20]4=[O:32])[CH2:15][CH2:14]3)[CH:8]=2)=[CH:4][C:3]=1[CH3:38], predict the reaction product. (5) Given the reactants Cl[C:2]1[CH:7]=[C:6]([NH:8][CH:9]2[CH2:14][CH2:13][O:12][CH2:11][CH2:10]2)[N:5]2[N:15]=[C:16]([C:18]3[C:27]([CH3:28])=[N:26][C:25]4[C:20](=[CH:21][CH:22]=[CH:23][CH:24]=4)[N:19]=3)[CH:17]=[C:4]2[N:3]=1.[C:29]1(B(O)O)[CH2:33][CH2:32][CH2:31][CH:30]=1.[F-].[Cs+].O, predict the reaction product. The product is: [C:29]1([C:2]2[CH:7]=[C:6]([NH:8][CH:9]3[CH2:14][CH2:13][O:12][CH2:11][CH2:10]3)[N:5]3[N:15]=[C:16]([C:18]4[C:27]([CH3:28])=[N:26][C:25]5[C:20](=[CH:21][CH:22]=[CH:23][CH:24]=5)[N:19]=4)[CH:17]=[C:4]3[N:3]=2)[CH2:33][CH2:32][CH2:31][CH:30]=1. (6) Given the reactants [Cl:1][C:2]1[C:7]([CH2:8][NH:9][CH2:10][CH3:11])=[CH:6][C:5]([CH3:12])=[CH:4][N:3]=1.[CH:13]1([C:16]([OH:18])=O)[CH2:15][CH2:14]1.Cl.C(N=C=NCCCN(C)C)C.O.ON1C2C=CC=CC=2N=N1.C(N(CC)CC)C, predict the reaction product. The product is: [Cl:1][C:2]1[C:7]([CH2:8][N:9]([CH2:10][CH3:11])[C:16]([CH:13]2[CH2:15][CH2:14]2)=[O:18])=[CH:6][C:5]([CH3:12])=[CH:4][N:3]=1. (7) Given the reactants [CH2:1]([O:4][C:5](=[O:9])[CH2:6][C:7]#[N:8])[CH:2]=[CH2:3].[H-].[Na+].[CH2:12]([N:14]=[C:15]=[S:16])[CH3:13].Br[CH2:18][C:19](Cl)=O.CN(C)C=[O:25], predict the reaction product. The product is: [CH2:1]([O:4][C:5](=[O:9])[C:6]([C:7]#[N:8])=[C:15]1[N:14]([CH2:18][CH3:19])[C:12](=[O:25])[CH2:13][S:16]1)[CH:2]=[CH2:3]. (8) Given the reactants [CH3:1][O:2][C:3]1[CH:4]=[C:5]2[C:10](=[CH:11][C:12]=1[O:13][CH3:14])[N:9]=[CH:8][CH:7]=[C:6]2[O:15][C:16]1[C:22]([CH3:23])=[CH:21][C:19]([NH2:20])=[C:18]([CH3:24])[CH:17]=1.C(N(CC)CC)C.ClC(Cl)(O[C:36](=[O:42])OC(Cl)(Cl)Cl)Cl.[CH2:44]([N:46]([C:50]1[CH:55]=[CH:54][CH:53]=[C:52]([CH3:56])[CH:51]=1)[CH2:47][CH2:48][NH2:49])[CH3:45], predict the reaction product. The product is: [CH3:1][O:2][C:3]1[CH:4]=[C:5]2[C:10](=[CH:11][C:12]=1[O:13][CH3:14])[N:9]=[CH:8][CH:7]=[C:6]2[O:15][C:16]1[C:22]([CH3:23])=[CH:21][C:19]([NH:20][C:36]([NH:49][CH2:48][CH2:47][N:46]([CH2:44][CH3:45])[C:50]2[CH:55]=[CH:54][CH:53]=[C:52]([CH3:56])[CH:51]=2)=[O:42])=[C:18]([CH3:24])[CH:17]=1. (9) Given the reactants [NH:1]1[C:9]2[C:4](=[CH:5][C:6]([CH:10]=[O:11])=[CH:7][CH:8]=2)[CH:3]=[N:2]1.[I:12]I.[OH-].[K+], predict the reaction product. The product is: [I:12][C:3]1[C:4]2[C:9](=[CH:8][CH:7]=[C:6]([CH:10]=[O:11])[CH:5]=2)[NH:1][N:2]=1.